From a dataset of Full USPTO retrosynthesis dataset with 1.9M reactions from patents (1976-2016). Predict the reactants needed to synthesize the given product. (1) Given the product [CH2:12]([O:19][C:20]1[CH:25]=[CH:24][CH:23]=[CH:22][C:21]=1[CH:32]([C:31]1[CH:34]=[CH:35][C:28]([Cl:27])=[CH:29][CH:30]=1)[OH:33])[C:13]1[CH:18]=[CH:17][CH:16]=[CH:15][CH:14]=1, predict the reactants needed to synthesize it. The reactants are: CCCCCC.C([Li])CCC.[CH2:12]([O:19][C:20]1[CH:25]=[CH:24][CH:23]=[CH:22][C:21]=1Br)[C:13]1[CH:18]=[CH:17][CH:16]=[CH:15][CH:14]=1.[Cl:27][C:28]1[CH:35]=[CH:34][C:31]([CH:32]=[O:33])=[CH:30][CH:29]=1.O. (2) The reactants are: [Br:1][C:2]1[CH:3]=[C:4]([CH:20]=[CH:21][CH:22]=1)[CH2:5][C:6]1[C:7]([CH3:19])=[N:8][C:9]2[N:10]([N:13]=[CH:14][C:15]=2[C:16](O)=[O:17])[C:11]=1[CH3:12].C(N(CC)C(C)C)(C)C.CCCP1(OP(CCC)(=O)OP(CCC)(=O)O1)=O.[Si]([O:57][CH2:58][CH2:59][NH2:60])(C(C)(C)C)(C)C.[F-].[NH4+]. Given the product [Br:1][C:2]1[CH:3]=[C:4]([CH:20]=[CH:21][CH:22]=1)[CH2:5][C:6]1[C:7]([CH3:19])=[N:8][C:9]2[N:10]([N:13]=[CH:14][C:15]=2[C:16]([NH:60][CH2:59][CH2:58][OH:57])=[O:17])[C:11]=1[CH3:12], predict the reactants needed to synthesize it. (3) Given the product [F:20][C:21]1[CH:26]=[CH:25][CH:24]=[C:23]([O:27][CH3:28])[C:22]=1[C:4]1[CH:3]=[CH:2][N:7]=[N:6][C:5]=1[N:8]([CH3:19])[CH:9]1[CH2:14][C:13]([CH3:16])([CH3:15])[NH:12][C:11]([CH3:18])([CH3:17])[CH2:10]1, predict the reactants needed to synthesize it. The reactants are: Cl[C:2]1[N:7]=[N:6][C:5]([N:8]([CH3:19])[CH:9]2[CH2:14][C:13]([CH3:16])([CH3:15])[NH:12][C:11]([CH3:18])([CH3:17])[CH2:10]2)=[CH:4][CH:3]=1.[F:20][C:21]1[CH:26]=[CH:25][CH:24]=[C:23]([O:27][CH3:28])[C:22]=1B(O)O.[O-]P([O-])([O-])=O.[K+].[K+].[K+]. (4) Given the product [CH3:11][C:7]1[C:3]2[C:4](=[O:5])[O:6][C:3]3[CH:7]=[CH:8][CH:9]=[CH:10][C:2]=3[O:17][C:2]=2[CH:10]=[CH:9][CH:8]=1, predict the reactants needed to synthesize it. The reactants are: N[C:2]1[CH:10]=[CH:9][CH:8]=[C:7]([CH3:11])[C:3]=1[C:4]([OH:6])=[O:5].Br.N([O-])=O.[Na+].[OH-:17].[Na+].